From a dataset of Full USPTO retrosynthesis dataset with 1.9M reactions from patents (1976-2016). Predict the reactants needed to synthesize the given product. (1) Given the product [NH2:1][C:2]1[N:10]=[C:9]([O:11][CH2:12][CH2:13][O:14][CH3:15])[N:8]=[C:7]2[C:3]=1[N:4]=[C:5]([O:27][CH3:26])[N:6]2[CH2:16][C:17]1[CH:18]=[C:19]([CH2:23][OH:24])[CH:20]=[CH:21][CH:22]=1, predict the reactants needed to synthesize it. The reactants are: [NH2:1][C:2]1[N:10]=[C:9]([O:11][CH2:12][CH2:13][O:14][CH3:15])[N:8]=[C:7]2[C:3]=1[N:4]=[C:5](Br)[N:6]2[CH2:16][C:17]1[CH:18]=[C:19]([CH2:23][OH:24])[CH:20]=[CH:21][CH:22]=1.[CH3:26][O-:27].[Na+]. (2) Given the product [Br:1][C:2]1[C:6]2[CH2:7][N:8]([C:11]([O:13][C:14]([CH3:15])([CH3:16])[CH3:17])=[O:12])[CH2:9][CH2:10][C:5]=2[N:4]([CH:18]2[CH2:23][CH2:22][S:24](=[O:29])(=[O:25])[CH2:20][CH2:19]2)[N:3]=1, predict the reactants needed to synthesize it. The reactants are: [Br:1][C:2]1[C:6]2[CH2:7][N:8]([C:11]([O:13][C:14]([CH3:17])([CH3:16])[CH3:15])=[O:12])[CH2:9][CH2:10][C:5]=2[N:4]([CH:18]2[CH2:23][CH2:22]S[CH2:20][CH2:19]2)[N:3]=1.[S:24]([O-:29])(O[O-])(=O)=[O:25].[K+].[K+]. (3) Given the product [CH3:17][C:5]1[CH:6]=[C:7]([N:10]2[CH2:11][CH2:12][N:13]([CH3:16])[CH2:14][CH2:15]2)[CH:8]=[CH:9][C:4]=1[C:3]([OH:18])=[O:2], predict the reactants needed to synthesize it. The reactants are: C[O:2][C:3](=[O:18])[C:4]1[CH:9]=[CH:8][C:7]([N:10]2[CH2:15][CH2:14][N:13]([CH3:16])[CH2:12][CH2:11]2)=[CH:6][C:5]=1[CH3:17].[OH-].[Na+]. (4) Given the product [CH2:1]([C:3]1[N:11]([CH:12]([CH2:16][CH2:17][CH3:18])[CH2:13][CH2:14][CH3:15])[C:10]2[C:9](=[O:19])[N:8]([CH3:20])[C:7](=[O:21])[NH:6][C:5]=2[N:4]=1)[CH3:2], predict the reactants needed to synthesize it. The reactants are: [CH2:1]([C:3]1[N:11]([CH:12]([CH2:16][CH2:17][CH3:18])[CH2:13][CH2:14][CH3:15])[C:10]2[C:9](=[O:19])[N:8]([CH3:20])[C:7](=[O:21])[N:6](CC3C=CC(OC)=CC=3)[C:5]=2[N:4]=1)[CH3:2].